Task: Predict the product of the given reaction.. Dataset: Forward reaction prediction with 1.9M reactions from USPTO patents (1976-2016) (1) Given the reactants CN(C(ON1N=NC2C=CC=NC1=2)=[N+](C)C)C.F[P-](F)(F)(F)(F)F.[CH2:25]([NH:27][C:28](=[O:58])[NH:29][C:30]1[N:35]=[CH:34][C:33]([C:36]2[N:41]=[C:40]([C:42]([OH:44])=O)[CH:39]=[N:38][CH:37]=2)=[C:32]([C:45]2[S:46][CH:47]=[C:48]([C:50]3[CH:55]=[CH:54][CH:53]=[C:52]([O:56][CH3:57])[N:51]=3)[N:49]=2)[CH:31]=1)[CH3:26].[NH:59]([C:61]([O:63][C:64]([CH3:67])([CH3:66])[CH3:65])=[O:62])[NH2:60].CCN(C(C)C)C(C)C, predict the reaction product. The product is: [CH2:25]([NH:27][C:28](=[O:58])[NH:29][C:30]1[N:35]=[CH:34][C:33]([C:36]2[N:41]=[C:40]([C:42]([NH:60][NH:59][C:61]([O:63][C:64]([CH3:67])([CH3:66])[CH3:65])=[O:62])=[O:44])[CH:39]=[N:38][CH:37]=2)=[C:32]([C:45]2[S:46][CH:47]=[C:48]([C:50]3[CH:55]=[CH:54][CH:53]=[C:52]([O:56][CH3:57])[N:51]=3)[N:49]=2)[CH:31]=1)[CH3:26]. (2) Given the reactants [C:1]1([CH3:8])[C:6]([OH:7])=[CH:5][CH:4]=[CH:3][CH:2]=1.[Br:9][C:10]1[CH:15]=[CH:14][C:13]([C:16](O)([CH2:19][CH3:20])[CH2:17][CH3:18])=[CH:12][CH:11]=1, predict the reaction product. The product is: [Br:9][C:10]1[CH:15]=[CH:14][C:13]([C:16]([C:3]2[CH:4]=[CH:5][C:6]([OH:7])=[C:1]([CH3:8])[CH:2]=2)([CH2:19][CH3:20])[CH2:17][CH3:18])=[CH:12][CH:11]=1. (3) Given the reactants C1(C(C2C=CC=CC=2)(C2C=CC=CC=2)[O:8][CH2:9][CH2:10][O:11][CH2:12][CH2:13][O:14][CH2:15][CH2:16][O:17][CH2:18][CH2:19][CH2:20][O:21][CH2:22][C:23]2[CH:28]=[CH:27][CH:26]=[CH:25][CH:24]=2)C=CC=CC=1.Cl.O, predict the reaction product. The product is: [C:23]1([CH2:22][O:21][CH2:20][CH2:19][CH2:18][O:17][CH2:16][CH2:15][O:14][CH2:13][CH2:12][O:11][CH2:10][CH2:9][OH:8])[CH:24]=[CH:25][CH:26]=[CH:27][CH:28]=1. (4) Given the reactants [CH3:1][O:2][C:3]([C:5]1[CH:6]=[C:7]([CH:35]=[CH:36][CH:37]=1)[CH2:8][N:9]1[C:13](=[O:14])[C:12]2([CH2:19][CH2:18][N:17](C(OC(C)(C)C)=O)[CH2:16][CH2:15]2)[N:11]([C:27]2[CH:32]=[CH:31][C:30]([O:33][CH3:34])=[CH:29][CH:28]=2)[CH2:10]1)=[O:4].Cl, predict the reaction product. The product is: [CH3:34][O:33][C:30]1[CH:29]=[CH:28][C:27]([N:11]2[C:12]3([CH2:15][CH2:16][NH:17][CH2:18][CH2:19]3)[C:13](=[O:14])[N:9]([CH2:8][C:7]3[CH:6]=[C:5]([CH:37]=[CH:36][CH:35]=3)[C:3]([O:2][CH3:1])=[O:4])[CH2:10]2)=[CH:32][CH:31]=1. (5) Given the reactants [CH2:1]([O:8][CH2:9][CH2:10][CH2:11][CH2:12][O:13][C@H:14]1[CH2:19][CH2:18][C@H:17]([CH2:20][NH:21][CH3:22])[CH2:16][CH2:15]1)[C:2]1[CH:7]=[CH:6][CH:5]=[CH:4][CH:3]=1.[C:34]([O:33][C:31](O[C:31]([O:33][C:34]([CH3:37])([CH3:36])[CH3:35])=[O:32])=[O:32])([CH3:37])([CH3:36])[CH3:35].O.C(N(CC)CC)C, predict the reaction product. The product is: [C:34]([O:33][C:31](=[O:32])[N:21]([CH2:20][C@H:17]1[CH2:16][CH2:15][C@H:14]([O:13][CH2:12][CH2:11][CH2:10][CH2:9][O:8][CH2:1][C:2]2[CH:3]=[CH:4][CH:5]=[CH:6][CH:7]=2)[CH2:19][CH2:18]1)[CH3:22])([CH3:35])([CH3:36])[CH3:37]. (6) Given the reactants Br[C:2]1[CH:3]=[C:4]([CH:16]=[O:17])[C:5]([N:8]2[CH2:13][C@@H:12]([CH3:14])[O:11][C@@H:10]([CH3:15])[CH2:9]2)=[N:6][CH:7]=1.C([Sn](CCCC)(CCCC)[C:23]1[N:24]=[C:25]([CH3:29])[S:26][C:27]=1[CH3:28])CCC, predict the reaction product. The product is: [CH3:15][C@H:10]1[O:11][C@@H:12]([CH3:14])[CH2:13][N:8]([C:5]2[C:4]([CH:16]=[O:17])=[CH:3][C:2]([C:23]3[N:24]=[C:25]([CH3:29])[S:26][C:27]=3[CH3:28])=[CH:7][N:6]=2)[CH2:9]1. (7) Given the reactants [Cl:1][C:2]1[C:11]2[C:6](=[CH:7][C:8]([CH2:12][N:13]3[CH2:18][CH:17]([CH3:19])[NH:16][C@@H:15]([CH3:20])[C:14]3=[O:21])=[CH:9][CH:10]=2)[N:5]=[CH:4][CH:3]=1.C(=O)([O-])[O-].[K+].[K+].Br[CH2:29][CH:30]=[CH:31][C:32]1[S:33][C:34]([Cl:37])=[CH:35][CH:36]=1, predict the reaction product. The product is: [Cl:1][C:2]1[C:11]2[C:6](=[CH:7][C:8]([CH2:12][N:13]3[CH2:18][C@@H:17]([CH3:19])[N:16]([CH2:29][CH:30]=[CH:31][C:32]4[S:33][C:34]([Cl:37])=[CH:35][CH:36]=4)[C@@H:15]([CH3:20])[C:14]3=[O:21])=[CH:9][CH:10]=2)[N:5]=[CH:4][CH:3]=1. (8) Given the reactants [CH3:1][C:2]1[CH:13]=[C:5]2[N:6]=[CH:7][C:8]([C:10](N)=[O:11])=[CH:9][N:4]2[N:3]=1.[OH-:14].[Na+].O, predict the reaction product. The product is: [CH3:1][C:2]1[CH:13]=[C:5]2[N:6]=[CH:7][C:8]([C:10]([OH:14])=[O:11])=[CH:9][N:4]2[N:3]=1. (9) Given the reactants [N:1]12[CH2:9][CH2:8][CH:5]([CH2:6][CH2:7]1)[N:4]([C:10]([C:12]1[O:13][C:14]([C:17]3[CH:22]=[CH:21][C:20]([NH2:23])=[CH:19][CH:18]=3)=[CH:15][CH:16]=1)=[O:11])[CH2:3][CH2:2]2.[F:24][C:25]([F:36])([F:35])[C:26]([O:28][C:29](=[O:34])[C:30]([F:33])([F:32])[F:31])=[O:27], predict the reaction product. The product is: [F:24][C:25]([F:36])([F:35])[C:26]([OH:28])=[O:27].[N:1]12[CH2:7][CH2:6][CH:5]([CH2:8][CH2:9]1)[N:4]([C:10]([C:12]1[O:13][C:14]([C:17]3[CH:22]=[CH:21][C:20]([NH:23][C:29](=[O:34])[C:30]([F:31])([F:32])[F:33])=[CH:19][CH:18]=3)=[CH:15][CH:16]=1)=[O:11])[CH2:3][CH2:2]2. (10) Given the reactants C[O:2][C:3]([C:5]1[N:13]=[C:12]2[C:8]([N:9]=[CH:10][N:11]2[C@@H:14]2[CH2:18][C@H:17]([N:19]3[CH:23]=[C:22]([CH2:24][OH:25])[CH:21]=[N:20]3)[CH:16]([OH:26])[CH:15]2[OH:27])=[C:7]([NH:28][CH2:29][CH:30]([C:37]2[CH:42]=[CH:41][CH:40]=[CH:39][CH:38]=2)[C:31]2[CH:36]=[CH:35][CH:34]=[CH:33][CH:32]=2)[N:6]=1)=O.NC1CCC(NC(C2N=C3C(N=CN3)=C(NCC(C3C=CC=CC=3)C3C=CC=CC=3)N=2)=O)CC1.[NH2:77][CH2:78][C:79]([NH2:82])([CH3:81])[CH3:80], predict the reaction product. The product is: [NH2:82][C:79]([CH3:81])([CH3:80])[CH2:78][NH:77][C:3]([C:5]1[N:13]=[C:12]2[C:8]([N:9]=[CH:10][N:11]2[C@@H:14]2[CH2:18][C@H:17]([N:19]3[CH:23]=[C:22]([CH2:24][OH:25])[CH:21]=[N:20]3)[C@@H:16]([OH:26])[C@H:15]2[OH:27])=[C:7]([NH:28][CH2:29][CH:30]([C:31]2[CH:36]=[CH:35][CH:34]=[CH:33][CH:32]=2)[C:37]2[CH:38]=[CH:39][CH:40]=[CH:41][CH:42]=2)[N:6]=1)=[O:2].